Dataset: NCI-60 drug combinations with 297,098 pairs across 59 cell lines. Task: Regression. Given two drug SMILES strings and cell line genomic features, predict the synergy score measuring deviation from expected non-interaction effect. Drug 2: CN(C(=O)NC(C=O)C(C(C(CO)O)O)O)N=O. Drug 1: C(=O)(N)NO. Cell line: A498. Synergy scores: CSS=-2.25, Synergy_ZIP=-0.737, Synergy_Bliss=-4.25, Synergy_Loewe=-1.59, Synergy_HSA=-4.85.